Dataset: Reaction yield outcomes from USPTO patents with 853,638 reactions. Task: Predict the reaction yield, written as a fraction of the theoretical maximum amount of product (1.0 means a 100% yield; for example, 0.34 means a 34% yield). The reactants are Cl.[CH3:2][NH:3][O:4][CH3:5].CCN(CC)CC.[Br:13][C:14]1[CH:15]=[C:16]([CH:20]=[C:21]([C:23]([O:25][CH3:26])=[O:24])[CH:22]=1)[C:17]([OH:19])=O.CCN=C=NCCCN(C)C.Cl.C1C=CC2N(O)N=NC=2C=1. The catalyst is C(Cl)Cl. The product is [Br:13][C:14]1[CH:22]=[C:21]([CH:20]=[C:16]([C:17](=[O:19])[N:3]([O:4][CH3:5])[CH3:2])[CH:15]=1)[C:23]([O:25][CH3:26])=[O:24]. The yield is 0.770.